Dataset: Peptide-MHC class I binding affinity with 185,985 pairs from IEDB/IMGT. Task: Regression. Given a peptide amino acid sequence and an MHC pseudo amino acid sequence, predict their binding affinity value. This is MHC class I binding data. (1) The peptide sequence is LSKIPYLRNY. The MHC is HLA-A33:01 with pseudo-sequence HLA-A33:01. The binding affinity (normalized) is 0.158. (2) The peptide sequence is SDYLELDTE. The MHC is Mamu-B01 with pseudo-sequence Mamu-B01. The binding affinity (normalized) is 0.404. (3) The binding affinity (normalized) is 0.0847. The MHC is HLA-A02:03 with pseudo-sequence HLA-A02:03. The peptide sequence is GMWCVLASR. (4) The peptide sequence is FVNYNFTLV. The MHC is Mamu-B01 with pseudo-sequence Mamu-B01. The binding affinity (normalized) is 0.311. (5) The binding affinity (normalized) is 0.0847. The MHC is HLA-A30:01 with pseudo-sequence HLA-A30:01. The peptide sequence is QVPLRPMTY. (6) The peptide sequence is YSDGNLHLL. The MHC is HLA-A01:01 with pseudo-sequence HLA-A01:01. The binding affinity (normalized) is 0.809. (7) The peptide sequence is RLNDWDFVV. The MHC is HLA-A02:01 with pseudo-sequence HLA-A02:01. The binding affinity (normalized) is 0.829.